From a dataset of Reaction yield outcomes from USPTO patents with 853,638 reactions. Predict the reaction yield, written as a fraction of the theoretical maximum amount of product (1.0 means a 100% yield; for example, 0.34 means a 34% yield). (1) The reactants are [OH:1][CH2:2][CH2:3][O:4][CH2:5][CH2:6][O:7][C:8]1[CH:13]=[CH:12][C:11]([NH:14][C:15]2[O:16][CH2:17][C:18](=[O:25])[C:19]=2[C:20]([O:22][CH2:23][CH3:24])=[O:21])=[C:10]([CH3:26])[CH:9]=1.[NH:27]1[C:35]2[C:30](=[CH:31][CH:32]=[CH:33][N:34]=2)[C:29]([CH:36]=O)=[CH:28]1.N1CCC[C@H]1C(O)=O. The catalyst is C(O)C. The product is [NH:27]1[C:35]2=[N:34][CH:33]=[CH:32][CH:31]=[C:30]2[C:29]([CH:36]=[C:17]2[O:16][C:15]([NH:14][C:11]3[CH:12]=[CH:13][C:8]([O:7][CH2:6][CH2:5][O:4][CH2:3][CH2:2][OH:1])=[CH:9][C:10]=3[CH3:26])=[C:19]([C:20]([O:22][CH2:23][CH3:24])=[O:21])[C:18]2=[O:25])=[CH:28]1. The yield is 0.150. (2) The reactants are [NH:1]1[C:5]2[CH:6]=[CH:7][CH:8]=[CH:9][C:4]=2[N:3]=[C:2]1[C:10]1[C:14]([NH2:15])=[CH:13][NH:12][N:11]=1.[C:16]([N:20]=[C:21]=[O:22])([CH3:19])([CH3:18])[CH3:17]. The catalyst is CN(C=O)C. The product is [NH:3]1[C:4]2[CH:9]=[CH:8][CH:7]=[CH:6][C:5]=2[N:1]=[C:2]1[C:10]1[C:14]([NH:15][C:21]([NH:20][C:16]([CH3:19])([CH3:18])[CH3:17])=[O:22])=[CH:13][NH:12][N:11]=1. The yield is 0.350. (3) The reactants are [NH2:1][C@H:2]1[CH2:7][CH2:6][N:5]([C:8]2[O:9][C:10]([CH2:20][CH3:21])=[C:11]([C:13]([O:15][CH2:16][CH2:17][CH2:18][CH3:19])=[O:14])[N:12]=2)[CH2:4][C@H:3]1[O:22][CH2:23][CH3:24].[Cl:25][C:26]1[N:27]=[C:28]([C:33](O)=[O:34])[NH:29][C:30]=1[CH2:31][CH3:32].CCN=C=NCCCN(C)C.Cl.C1C=CC2N(O)N=NC=2C=1. The catalyst is CC(N(C)C)=O.ClCCl. The product is [Cl:25][C:26]1[N:27]=[C:28]([C:33]([NH:1][C@H:2]2[CH2:7][CH2:6][N:5]([C:8]3[O:9][C:10]([CH2:20][CH3:21])=[C:11]([C:13]([O:15][CH2:16][CH2:17][CH2:18][CH3:19])=[O:14])[N:12]=3)[CH2:4][C@H:3]2[O:22][CH2:23][CH3:24])=[O:34])[NH:29][C:30]=1[CH2:31][CH3:32]. The yield is 0.490. (4) The reactants are [Cl:1][C:2]1[CH:3]=[C:4]([CH:8]=[C:9]([Cl:12])[C:10]=1[OH:11])[C:5]([OH:7])=O.[CH2:13]1[C@H:22]2[C@H:17]([CH2:18][CH2:19][C:20]3[CH:26]=[CH:25][CH:24]=[CH:23][C:21]=32)[NH:16][CH2:15][CH2:14]1.F[P-](F)(F)(F)(F)F.N1(OC(N(C)C)=[N+](C)C)C2N=CC=CC=2N=N1. No catalyst specified. The product is [Cl:12][C:9]1[CH:8]=[C:4]([C:5]([N:16]2[C@@H:17]3[C@@H:22]([C:21]4[CH:23]=[CH:24][CH:25]=[CH:26][C:20]=4[CH2:19][CH2:18]3)[CH2:13][CH2:14][CH2:15]2)=[O:7])[CH:3]=[C:2]([Cl:1])[C:10]=1[OH:11]. The yield is 0.260.